Dataset: Full USPTO retrosynthesis dataset with 1.9M reactions from patents (1976-2016). Task: Predict the reactants needed to synthesize the given product. (1) Given the product [B-:24]1([F:26])([F:25])[N+:5]2=[CH:6][CH:7]=[CH:3][C:4]2=[CH:9][C:10]2[N:11]1[CH:12]=[CH:13][CH:14]=2, predict the reactants needed to synthesize it. The reactants are: Cl.C[C:3]1[C:4](=[CH:9][C:10]2[NH:11][C:12](C)=[CH:13][C:14]=2C)[N:5]=[C:6](C)[CH:7]=1.C(N(CC)CC)C.[B:24](F)([F:26])[F:25].CCOCC. (2) Given the product [Br:1][C:2]1[CH:6]=[CH:5][S:4][C:3]=1[CH:7]1[O:11][CH2:10][CH2:9][O:8]1, predict the reactants needed to synthesize it. The reactants are: [Br:1][C:2]1[CH:6]=[CH:5][S:4][C:3]=1[CH:7]=[O:8].[CH2:9](O)[CH2:10][OH:11].C1C=CC=CC=1.C1(C)C=CC(S(O)(=O)=O)=CC=1. (3) Given the product [Cl:1][CH2:2][CH2:3][CH2:4][C:5]([C:14]1[CH:13]=[CH:12][CH:11]=[C:10]([O:9][CH3:8])[CH:15]=1)=[O:6], predict the reactants needed to synthesize it. The reactants are: [Cl:1][CH2:2][CH2:3][CH2:4][C:5](Cl)=[O:6].[CH3:8][O:9][C:10]1[CH:11]=[C:12]([Mg]Br)[CH:13]=[CH:14][CH:15]=1. (4) Given the product [C:1]([C:5]1[CH:23]=[C:8]2[N:9]=[C:10]([CH3:22])[C:11]([CH:14]([CH2:19][CH2:20][CH3:21])[C:15]([O:17][CH3:18])=[O:16])=[C:12]([C:29]3[CH:30]=[CH:31][C:26]([CH2:24][CH3:25])=[CH:27][CH:28]=3)[N:7]2[N:6]=1)([CH3:4])([CH3:3])[CH3:2], predict the reactants needed to synthesize it. The reactants are: [C:1]([C:5]1[CH:23]=[C:8]2[N:9]=[C:10]([CH3:22])[C:11]([CH:14]([CH2:19][CH2:20][CH3:21])[C:15]([O:17][CH3:18])=[O:16])=[C:12](Cl)[N:7]2[N:6]=1)([CH3:4])([CH3:3])[CH3:2].[CH2:24]([C:26]1[CH:31]=[CH:30][C:29](B(O)O)=[CH:28][CH:27]=1)[CH3:25].C(N(C(C)C)CC)(C)C. (5) Given the product [NH2:1][C:2]1[C:11]([C:12]([OH:14])=[O:13])=[CH:10][CH:9]=[C:8]2[C:3]=1[C:4]([C:19]1[CH:24]=[CH:23][CH:22]=[C:21]([O:25][CH3:26])[CH:20]=1)=[N:5][C:6]([S:17][CH3:18])=[N:7]2, predict the reactants needed to synthesize it. The reactants are: [NH2:1][C:2]1[C:11]([C:12]([O:14]CC)=[O:13])=[CH:10][CH:9]=[C:8]2[C:3]=1[C:4]([C:19]1[CH:24]=[CH:23][CH:22]=[C:21]([O:25][CH3:26])[CH:20]=1)=[N:5][C:6]([S:17][CH3:18])=[N:7]2.[OH-].[K+].Cl.